This data is from Forward reaction prediction with 1.9M reactions from USPTO patents (1976-2016). The task is: Predict the product of the given reaction. (1) Given the reactants O=S1(=O)CCCN1C1C=CC(C2N(CC)C3C(C=2C#N)=CC=C(O)C=3)=CC=1.C([O-])([O-])=O.[K+].[K+].IC(C)C.[O:38]=[S:39]1(=[O:67])[CH2:43][CH2:42][CH2:41][N:40]1[C:44]1[CH:49]=[CH:48][C:47]([C:50]2[N:51]([CH2:65][CH3:66])[C:52]3[C:57]([C:58]=2[C:59]#[N:60])=[CH:56][CH:55]=[C:54]([O:61][CH:62](C)C)[CH:53]=3)=[CH:46][CH:45]=1, predict the reaction product. The product is: [O:67]=[S:39]1(=[O:38])[CH2:43][CH2:42][CH2:41][N:40]1[C:44]1[CH:45]=[CH:46][C:47]([C:50]2[N:51]([CH2:65][CH3:66])[C:52]3[C:57]([C:58]=2[C:59]#[N:60])=[CH:56][CH:55]=[C:54]([O:61][CH3:62])[CH:53]=3)=[CH:48][CH:49]=1. (2) Given the reactants [N+](=[CH2:3])=[N-].[Cl:4][C:5]1[CH:10]=[CH:9][C:8]([C:11]2[N:16]=[C:15]([Cl:17])[C:14]([Cl:18])=[C:13]([C:19]([OH:21])=[O:20])[N:12]=2)=[C:7]([F:22])[C:6]=1[O:23][CH3:24], predict the reaction product. The product is: [Cl:4][C:5]1[CH:10]=[CH:9][C:8]([C:11]2[N:16]=[C:15]([Cl:17])[C:14]([Cl:18])=[C:13]([C:19]([O:21][CH3:3])=[O:20])[N:12]=2)=[C:7]([F:22])[C:6]=1[O:23][CH3:24]. (3) The product is: [CH3:19][C:8]1[N:7]=[C:6]([C:4]([OH:5])=[O:3])[C:11]([NH:12][C:13]2[CH:18]=[N:17][CH:16]=[N:15][CH:14]=2)=[N:10][CH:9]=1. Given the reactants C([O:3][C:4]([C:6]1[C:11]([NH:12][C:13]2[CH:14]=[N:15][CH:16]=[N:17][CH:18]=2)=[N:10][CH:9]=[C:8]([CH3:19])[N:7]=1)=[O:5])C.[OH-].[Li+], predict the reaction product.